Dataset: NCI-60 drug combinations with 297,098 pairs across 59 cell lines. Task: Regression. Given two drug SMILES strings and cell line genomic features, predict the synergy score measuring deviation from expected non-interaction effect. Drug 1: C1CN(CCN1C(=O)CCBr)C(=O)CCBr. Drug 2: CC1C(C(CC(O1)OC2CC(CC3=C2C(=C4C(=C3O)C(=O)C5=C(C4=O)C(=CC=C5)OC)O)(C(=O)CO)O)N)O.Cl. Cell line: HCC-2998. Synergy scores: CSS=30.9, Synergy_ZIP=-1.26, Synergy_Bliss=-2.96, Synergy_Loewe=-30.2, Synergy_HSA=-2.67.